From a dataset of NCI-60 drug combinations with 297,098 pairs across 59 cell lines. Regression. Given two drug SMILES strings and cell line genomic features, predict the synergy score measuring deviation from expected non-interaction effect. Drug 1: C1CC(C1)(C(=O)O)C(=O)O.[NH2-].[NH2-].[Pt+2]. Drug 2: C(=O)(N)NO. Cell line: A498. Synergy scores: CSS=3.41, Synergy_ZIP=-0.162, Synergy_Bliss=1.97, Synergy_Loewe=1.31, Synergy_HSA=1.08.